Task: Binary Classification. Given a drug SMILES string, predict its activity (active/inactive) in a high-throughput screening assay against a specified biological target.. Dataset: M1 muscarinic receptor antagonist screen with 61,756 compounds (1) The compound is O=C(N1CCN(CC1)Cc1c(OC)ccc(OC)c1)COc1cc(ccc1)C. The result is 0 (inactive). (2) The compound is S(=O)(=O)(N1CCN(CC1)c1ncccc1)c1cc2oc(=O)n(c2cc1)C. The result is 0 (inactive). (3) The compound is O=C(NC1C(CCCC1)C)c1nn(c(=O)c2c1cccc2)C. The result is 0 (inactive). (4) The compound is O=C1C=2C(C(=C(NC2CCC1)C)C(=O)Nc1nccc(c1)C)c1ccc(cc1)C. The result is 0 (inactive).